Predict the reaction yield, written as a fraction of the theoretical maximum amount of product (1.0 means a 100% yield; for example, 0.34 means a 34% yield). From a dataset of Reaction yield outcomes from USPTO patents with 853,638 reactions. (1) The reactants are [Br:1][C:2]1[CH:33]=[CH:32][C:31]([O:34]C)=[CH:30][C:3]=1[C:4]([N:6]1[CH2:11][CH2:10][N:9]([C:12](=[O:29])[CH2:13][NH:14][C:15]([C:17]2[CH:22]=[CH:21][C:20]([C:23]3[CH:28]=[CH:27][CH:26]=[CH:25][CH:24]=3)=[CH:19][CH:18]=2)=[O:16])[CH2:8][CH2:7]1)=[O:5].B(Br)(Br)Br. The catalyst is C(Cl)Cl. The product is [Br:1][C:2]1[CH:33]=[CH:32][C:31]([OH:34])=[CH:30][C:3]=1[C:4]([N:6]1[CH2:11][CH2:10][N:9]([C:12](=[O:29])[CH2:13][NH:14][C:15]([C:17]2[CH:22]=[CH:21][C:20]([C:23]3[CH:28]=[CH:27][CH:26]=[CH:25][CH:24]=3)=[CH:19][CH:18]=2)=[O:16])[CH2:8][CH2:7]1)=[O:5]. The yield is 0.295. (2) The yield is 0.500. The product is [F:18][C:16]1[CH:15]=[CH:14][C:13]([CH3:19])=[C:12]([C:10]2[CH:9]=[C:8]3[C:3]([CH:4]=[C:5]([NH:20][C:21]([CH:23]4[CH2:25][CH2:24]4)=[O:22])[N:6]=[CH:7]3)=[C:2]([S:37]([CH3:26])(=[O:39])=[O:36])[N:11]=2)[CH:17]=1. The catalyst is ClCCl.CO. The reactants are Cl[C:2]1[N:11]=[C:10]([C:12]2[CH:17]=[C:16]([F:18])[CH:15]=[CH:14][C:13]=2[CH3:19])[CH:9]=[C:8]2[C:3]=1[CH:4]=[C:5]([NH:20][C:21]([CH:23]1[CH2:25][CH2:24]1)=[O:22])[N:6]=[CH:7]2.[CH3:26]SC.[Na].O1CCCC1.O[O:36][S:37]([O-:39])=O.[K+]. (3) The reactants are [C:1]1(=O)[CH2:6][CH2:5][CH2:4][CH2:3][CH2:2]1.[CH2:8]([NH2:11])[CH2:9][NH2:10].C(O)(=O)C.C([BH3-])#N.[Na+]. The catalyst is CO. The product is [CH:1]1([NH:10][CH2:9][CH2:8][NH2:11])[CH2:6][CH2:5][CH2:4][CH2:3][CH2:2]1. The yield is 0.450. (4) The catalyst is C1COCC1. The product is [CH3:1][N:2]([CH3:17])[CH2:3][CH2:4][O:5][C:6]1[CH:7]=[C:8]([CH2:9][OH:10])[CH:13]=[CH:14][CH:15]=1. The yield is 0.680. The reactants are [CH3:1][N:2]([CH3:17])[C:3](=O)[CH2:4][O:5][C:6]1[CH:7]=[C:8]([CH:13]=[CH:14][CH:15]=1)[C:9](OC)=[O:10].CCOCC.[H-].[H-].[H-].[H-].[Li+].[Al+3].S([O-])([O-])(=O)=O.[Na+].[Na+].